The task is: Predict the product of the given reaction.. This data is from Forward reaction prediction with 1.9M reactions from USPTO patents (1976-2016). (1) Given the reactants [Si]([O:8][CH2:9][CH:10]([O:21][CH:22]1[CH2:27][CH2:26][CH2:25][CH2:24][O:23]1)[C:11]1[CH:16]=[CH:15][C:14]([C:17]([CH3:20])([CH3:19])[CH3:18])=[CH:13][CH:12]=1)(C(C)(C)C)(C)C.[F-].C([N+](CCCC)(CCCC)CCCC)CCC, predict the reaction product. The product is: [OH:8][CH2:9][CH:10]([O:21][CH:22]1[CH2:27][CH2:26][CH2:25][CH2:24][O:23]1)[C:11]1[CH:12]=[CH:13][C:14]([C:17]([CH3:20])([CH3:19])[CH3:18])=[CH:15][CH:16]=1. (2) The product is: [Cl:1][C:2]1[CH:3]=[C:4](/[CH:5]=[CH:16]/[C:11]([O:13][CH2:14][CH3:15])=[O:12])[CH:7]=[CH:8][C:9]=1[F:10]. Given the reactants [Cl:1][C:2]1[CH:3]=[C:4]([CH:7]=[CH:8][C:9]=1[F:10])[CH:5]=O.[C:11]([CH:16]=P(C1C=CC=CC=1)(C1C=CC=CC=1)C1C=CC=CC=1)([O:13][CH2:14][CH3:15])=[O:12].O1CCCC1, predict the reaction product. (3) Given the reactants Cl[CH2:2][CH2:3][C:4]1[CH:12]=[C:11]([O:13][CH3:14])[CH:10]=[CH:9][C:5]=1[C:6](Cl)=[O:7].[NH2:15][C:16]1[CH:21]=[CH:20][C:19]([N:22]2[CH2:26][CH2:25][C@@H:24]([N:27]([CH3:29])[CH3:28])[CH2:23]2)=[C:18]([F:30])[CH:17]=1, predict the reaction product. The product is: [CH3:28][N:27]([CH3:29])[C@@H:24]1[CH2:25][CH2:26][N:22]([C:19]2[CH:20]=[CH:21][C:16]([N:15]3[CH2:2][CH2:3][C:4]4[C:5](=[CH:9][CH:10]=[C:11]([O:13][CH3:14])[CH:12]=4)[C:6]3=[O:7])=[CH:17][C:18]=2[F:30])[CH2:23]1. (4) The product is: [OH:106][C:79]1[CH:86]=[CH:66][C:65]([C:64]([C:88]2[CH:2]=[CH:3][C:4]([OH:10])=[CH:5][CH:93]=2)([CH3:87])[CH3:62])=[CH:77][CH:78]=1. Given the reactants C[C:2]1(C)NC(C)(C)[CH2:5][CH:4]([O:10]C(CC(C([O:10][CH:4]2[CH2:5]C(C)(C)N[C:2](C)(C)[CH2:3]2)=O)C(C([O:10][CH:4]2[CH2:5]C(C)(C)N[C:2](C)(C)[CH2:3]2)=O)CC([O:10][CH:4]2[CH2:5]C(C)(C)N[C:2](C)(C)[CH2:3]2)=O)=O)[CH2:3]1.CC1(C)C[CH:62]([C:64]([CH:88]2[CH2:93]C(C)(C)NC(C)(C)C2)([CH3:87])[C:65]([CH:77]2CC(C)(C)N[C:79]([CH3:86])(C)[CH2:78]2)(C2CC(C)(C)NC(C)(C)C2)[CH3:66])CC(C)(C)N1.C(C([O-])=O)C(C([O-])=O)C(C([O-])=O)CC([O-])=[O:106], predict the reaction product.